From a dataset of Full USPTO retrosynthesis dataset with 1.9M reactions from patents (1976-2016). Predict the reactants needed to synthesize the given product. (1) Given the product [CH:1]([N:4]1[C:8]([C:9]2[N:10]=[C:11]3[C:17]4[CH:18]=[CH:19][C:20]([CH2:22][C:23]([NH2:36])=[O:25])=[CH:21][C:16]=4[O:15][CH2:14][CH2:13][N:12]3[CH:26]=2)=[N:7][C:6]([CH3:27])=[N:5]1)([CH3:2])[CH3:3], predict the reactants needed to synthesize it. The reactants are: [CH:1]([N:4]1[C:8]([C:9]2[N:10]=[C:11]3[C:17]4[CH:18]=[CH:19][C:20]([CH2:22][C:23]([OH:25])=O)=[CH:21][C:16]=4[O:15][CH2:14][CH2:13][N:12]3[CH:26]=2)=[N:7][C:6]([CH3:27])=[N:5]1)([CH3:3])[CH3:2].F[P-](F)(F)(F)(F)F.C[N+:36](C)=C(N(C)C)ON1C2N=CC=CC=2N=N1.[Cl-].[NH4+].C(N(CC)CC)C. (2) Given the product [C:9]([C:8]1[CH:7]=[C:6]([CH:4]([CH3:5])[C:2]([NH:44][S:43]([CH2:42][CH2:41][CH2:40][CH2:39][CH2:38][C:37]([OH:47])=[O:36])(=[O:45])=[O:46])=[O:3])[CH:19]=[CH:18][CH:17]=1)(=[O:10])[C:11]1[CH:16]=[CH:15][CH:14]=[CH:13][CH:12]=1, predict the reactants needed to synthesize it. The reactants are: O[C:2]([CH:4]([C:6]1[CH:19]=[CH:18][CH:17]=[C:8]([C:9]([C:11]2[CH:16]=[CH:15][CH:14]=[CH:13][CH:12]=2)=[O:10])[CH:7]=1)[CH3:5])=[O:3].C1C=NC2N(O)N=NC=2C=1.C(Cl)CCl.C([O:36][C:37](=[O:47])[CH2:38][CH2:39][CH2:40][CH2:41][CH2:42][S:43](=[O:46])(=[O:45])[NH2:44])C.